This data is from Retrosynthesis with 50K atom-mapped reactions and 10 reaction types from USPTO. The task is: Predict the reactants needed to synthesize the given product. Given the product C=CCOC(=O)O[C@H](C)[C@H]1C(=O)N(C(C(=O)OCC=C)=P(c2ccccc2)(c2ccccc2)c2ccccc2)[C@@H]1SC(=O)COc1ccc(F)cc1, predict the reactants needed to synthesize it. The reactants are: C=CCOC(=O)O[C@H](C)[C@H]1C(=O)N(C(C(=O)OCC=C)=P(c2ccccc2)(c2ccccc2)c2ccccc2)[C@@H]1S.O=C(Cl)COc1ccc(F)cc1.